From a dataset of Reaction yield outcomes from USPTO patents with 853,638 reactions. Predict the reaction yield, written as a fraction of the theoretical maximum amount of product (1.0 means a 100% yield; for example, 0.34 means a 34% yield). (1) The yield is 0.900. The reactants are [NH:1]1[C:4](=[O:5])[C@@H:3]2[CH2:6][C:7]3[C:12]([C@H:2]12)=[CH:11][CH:10]=[CH:9][CH:8]=3.[C:13]([O:17][C:18](O[C:18]([O:17][C:13]([CH3:16])([CH3:15])[CH3:14])=[O:19])=[O:19])([CH3:16])([CH3:15])[CH3:14].C(Cl)Cl. The product is [O:5]=[C:4]1[N:1]([C:18]([O:17][C:13]([CH3:16])([CH3:15])[CH3:14])=[O:19])[C@H:2]2[C:12]3[C:7]([CH2:6][C@@H:3]12)=[CH:8][CH:9]=[CH:10][CH:11]=3. The catalyst is C(#N)C. (2) The product is [Cl:1][C:2]1[N:3]=[CH:4][C:5]2[S:10][CH:9]=[C:8]([C:11]3[CH:12]=[C:13]([N:17]([CH3:25])[S:18]([CH3:21])(=[O:20])=[O:19])[CH:14]=[CH:15][CH:16]=3)[C:6]=2[N:7]=1. The catalyst is CN(C)C=O.C(OCC)(=O)C. The yield is 0.940. The reactants are [Cl:1][C:2]1[N:3]=[CH:4][C:5]2[S:10][CH:9]=[C:8]([C:11]3[CH:12]=[C:13]([NH:17][S:18]([CH3:21])(=[O:20])=[O:19])[CH:14]=[CH:15][CH:16]=3)[C:6]=2[N:7]=1.[H-].[Na+].I[CH3:25]. (3) The reactants are [Cl:1][C:2]1[CH:17]=[CH:16][C:5]([O:6][C:7]2[CH:12]=[CH:11][C:10]([CH2:13][CH2:14][NH2:15])=[CH:9][CH:8]=2)=[CH:4][C:3]=1[C:18]([F:21])([F:20])[F:19].[Cl:22][C:23]1[N:28]=[CH:27][C:26]([CH2:29][C:30]2[C:31](=[O:38])[N:32]=[C:33](SC)[NH:34][CH:35]=2)=[CH:25][CH:24]=1. The catalyst is C(O)C. The product is [Cl:22][C:23]1[N:28]=[CH:27][C:26]([CH2:29][C:30]2[C:31](=[O:38])[N:32]=[C:33]([NH:15][CH2:14][CH2:13][C:10]3[CH:11]=[CH:12][C:7]([O:6][C:5]4[CH:16]=[CH:17][C:2]([Cl:1])=[C:3]([C:18]([F:19])([F:20])[F:21])[CH:4]=4)=[CH:8][CH:9]=3)[NH:34][CH:35]=2)=[CH:25][CH:24]=1. The yield is 0.260. (4) The reactants are C[O:2][C:3](=[O:18])[CH2:4][C:5]1[CH:17]=[CH:16][C:8]([C:9]([O:11][C:12]([CH3:15])([CH3:14])[CH3:13])=[O:10])=[CH:7][CH:6]=1.[OH-].[Li+]. The product is [C:12]([O:11][C:9]([C:8]1[CH:7]=[CH:6][C:5]([CH2:4][C:3]([OH:18])=[O:2])=[CH:17][CH:16]=1)=[O:10])([CH3:15])([CH3:13])[CH3:14]. The yield is 0.870. The catalyst is O.C1COCC1. (5) The reactants are C(N(CC)C(C)C)(C)C.[F:10][C:11]1[CH:19]=[C:18]([C:20]2[CH:21]=[N:22][C:23]3[N:24]([C:26]([CH2:29][C:30]4[CH:31]=[C:32]5[C:37](=[CH:38][CH:39]=4)[N:36]=[CH:35][CH:34]=[CH:33]5)=[CH:27][N:28]=3)[N:25]=2)[CH:17]=[CH:16][C:12]=1[C:13](O)=[O:14].Cl.[NH2:41][C@@H:42]([C:50]([CH3:53])([CH3:52])[CH3:51])[C:43]([O:45][C:46]([CH3:49])([CH3:48])[CH3:47])=[O:44].F[P-](F)(F)(F)(F)F.N1(O[P+](N(C)C)(N(C)C)N(C)C)C2C=CC=CC=2N=N1. The yield is 0.720. The catalyst is CN(C)C=O.C(#N)C. The product is [F:10][C:11]1[CH:19]=[C:18]([C:20]2[CH:21]=[N:22][C:23]3[N:24]([C:26]([CH2:29][C:30]4[CH:31]=[C:32]5[C:37](=[CH:38][CH:39]=4)[N:36]=[CH:35][CH:34]=[CH:33]5)=[CH:27][N:28]=3)[N:25]=2)[CH:17]=[CH:16][C:12]=1[C:13]([NH:41][C@@H:42]([C:50]([CH3:53])([CH3:52])[CH3:51])[C:43]([O:45][C:46]([CH3:48])([CH3:47])[CH3:49])=[O:44])=[O:14]. (6) The reactants are [F:1][C:2]1[CH:8]=[CH:7][C:6]([F:9])=[CH:5][C:3]=1[NH2:4].[F:10][C:11]([F:24])([O:15][C:16]1[CH:17]=[C:18]([CH:21]=[CH:22][CH:23]=1)[CH:19]=O)[CH:12]([F:14])[F:13]. The catalyst is C1CCCCC1. The product is [F:1][C:2]1[CH:8]=[CH:7][C:6]([F:9])=[CH:5][C:3]=1[NH:4][CH2:19][C:18]1[CH:21]=[CH:22][CH:23]=[C:16]([O:15][C:11]([F:10])([F:24])[CH:12]([F:13])[F:14])[CH:17]=1. The yield is 0.860. (7) The reactants are [OH:1][C:2]1[CH:7]=[CH:6][C:5]([O:8][CH3:9])=[CH:4][C:3]=1[C:10](=[O:12])[CH3:11].[Si:13]([O:20][CH2:21][CH2:22][CH2:23][C:24](=O)[CH3:25])([C:16]([CH3:19])([CH3:18])[CH3:17])([CH3:15])[CH3:14].CCO.N1CCCC1. The catalyst is C(OCC)C.O. The product is [Si:13]([O:20][CH2:21][CH2:22][CH2:23][C:24]1([CH3:25])[CH2:11][C:10](=[O:12])[C:3]2[C:2](=[CH:7][CH:6]=[C:5]([O:8][CH3:9])[CH:4]=2)[O:1]1)([C:16]([CH3:17])([CH3:18])[CH3:19])([CH3:14])[CH3:15]. The yield is 0.650. (8) The product is [ClH:19].[NH2:8][C@@H:5]1[CH2:6][NH:7][C:2](=[O:1])[CH2:3][CH2:4]1. The catalyst is C(O)C. The reactants are [O:1]=[C:2]1[NH:7][CH2:6][C@@H:5]([NH:8]C(OC(C)(C)C)=O)[CH2:4][CH2:3]1.C([Cl:19])(=O)C.C1(N)C(F)=C(F)C(F)=C(N)C=1F.Cl.Cl. The yield is 0.990.